This data is from Full USPTO retrosynthesis dataset with 1.9M reactions from patents (1976-2016). The task is: Predict the reactants needed to synthesize the given product. (1) Given the product [C:17](/[C:16](/[C:19]1[CH:20]=[N:21][CH:22]=[CH:23][CH:24]=1)=[CH:15]\[N:6]([CH2:5][C:3]([O:2][CH3:1])=[O:4])[CH2:7][CH2:8][C:9]([O:11][CH2:12][CH3:13])=[O:10])#[N:18], predict the reactants needed to synthesize it. The reactants are: [CH3:1][O:2][C:3]([CH2:5][NH:6][CH2:7][CH2:8][C:9]([O:11][CH2:12][CH3:13])=[O:10])=[O:4].O=[CH:15][CH:16]([C:19]1[CH:20]=[N:21][CH:22]=[CH:23][CH:24]=1)[C:17]#[N:18]. (2) The reactants are: C(O)(=O)C.N1CCCCC1.[Cl:11][C:12]1[CH:19]=[C:18]([F:20])[CH:17]=[CH:16][C:13]=1[CH:14]=O.[C:21]([O:27][CH3:28])(=[O:26])[CH2:22][C:23]([CH3:25])=[O:24]. Given the product [C:23]([C:22](=[CH:14][C:13]1[CH:16]=[CH:17][C:18]([F:20])=[CH:19][C:12]=1[Cl:11])[C:21]([O:27][CH3:28])=[O:26])(=[O:24])[CH3:25], predict the reactants needed to synthesize it. (3) Given the product [Cl:1][C:2]1[S:14][C:5]2[NH:6][C:7](=[O:13])[C:8]([C:11]#[N:12])=[C:9]([OH:10])[C:4]=2[C:3]=1[C:15]1[CH:16]=[CH:17][C:18]([O:19][CH2:20][C:21]([NH:28][CH3:27])=[O:23])=[CH:24][CH:25]=1, predict the reactants needed to synthesize it. The reactants are: [Cl:1][C:2]1[S:14][C:5]2[NH:6][C:7](=[O:13])[C:8]([C:11]#[N:12])=[C:9]([OH:10])[C:4]=2[C:3]=1[C:15]1[CH:25]=[CH:24][C:18]([O:19][CH2:20][C:21]([OH:23])=O)=[CH:17][CH:16]=1.C[CH2:27][N:28]=C=NCCCN(C)C.C1C=CC2N(O)N=NC=2C=1.CN1CCOCC1.CN. (4) The reactants are: [CH3:1][O:2][CH2:3][CH:4]([CH3:37])[O:5][C:6]1[CH:7]=[C:8]([O:26][C:27]2[CH:32]=[CH:31][C:30]([S:33]([CH3:36])(=[O:35])=[O:34])=[CH:29][CH:28]=2)[CH:9]=[C:10]2[C:14]=1[NH:13][C:12]([C:15]1[S:16][CH:17]([CH2:20][C:21](OCC)=[O:22])[CH2:18][N:19]=1)=[CH:11]2.[BH4-].[Li+].O. Given the product [CH3:1][O:2][CH2:3][CH:4]([CH3:37])[O:5][C:6]1[CH:7]=[C:8]([O:26][C:27]2[CH:32]=[CH:31][C:30]([S:33]([CH3:36])(=[O:35])=[O:34])=[CH:29][CH:28]=2)[CH:9]=[C:10]2[C:14]=1[NH:13][C:12]([C:15]1[S:16][CH:17]([CH2:20][CH2:21][OH:22])[CH2:18][N:19]=1)=[CH:11]2, predict the reactants needed to synthesize it. (5) Given the product [F:38][C:2]([F:1])([F:37])[C:3]1[CH:4]=[C:5]([C:13]([CH3:35])([CH3:36])[C:14]([N:16]([C:18]2[CH:19]=[N:20][C:21]([N:31]3[CH2:32][CH2:33][O:34][S:49]3=[O:50])=[CH:22][C:23]=2[C:24]2[CH:29]=[CH:28][CH:27]=[CH:26][C:25]=2[Cl:30])[CH3:17])=[O:15])[CH:6]=[C:7]([C:9]([F:12])([F:10])[F:11])[CH:8]=1, predict the reactants needed to synthesize it. The reactants are: [F:1][C:2]([F:38])([F:37])[C:3]1[CH:4]=[C:5]([C:13]([CH3:36])([CH3:35])[C:14]([N:16]([C:18]2[CH:19]=[N:20][C:21]([NH:31][CH2:32][CH2:33][OH:34])=[CH:22][C:23]=2[C:24]2[CH:29]=[CH:28][CH:27]=[CH:26][C:25]=2[Cl:30])[CH3:17])=[O:15])[CH:6]=[C:7]([C:9]([F:12])([F:11])[F:10])[CH:8]=1.ClCCl.C(N(CC)CC)C.[S:49](Cl)(Cl)=[O:50]. (6) Given the product [Cl:12][C:3]1[CH:4]=[C:5]([CH:10]=[CH:11][C:2]=1[C:14]#[N:15])[C:6]([O:8][CH3:9])=[O:7], predict the reactants needed to synthesize it. The reactants are: Br[C:2]1[CH:11]=[CH:10][C:5]([C:6]([O:8][CH3:9])=[O:7])=[CH:4][C:3]=1[Cl:12].[Cu][C:14]#[N:15].CN(C=O)C.